Predict the product of the given reaction. From a dataset of Forward reaction prediction with 1.9M reactions from USPTO patents (1976-2016). Given the reactants [N:1]1([C:5]2[N:14]=[C:13]3[C:8]([C:9](=[O:24])[C:10]([C:19]([O:21]CC)=[O:20])=[CH:11][N:12]3CCC#N)=[CH:7][C:6]=2[F:25])[CH2:4][CH2:3][CH2:2]1.[Li+].[OH-], predict the reaction product. The product is: [N:1]1([C:5]2[N:14]=[C:13]3[C:8]([C:9](=[O:24])[C:10]([C:19]([OH:21])=[O:20])=[CH:11][NH:12]3)=[CH:7][C:6]=2[F:25])[CH2:4][CH2:3][CH2:2]1.